This data is from Full USPTO retrosynthesis dataset with 1.9M reactions from patents (1976-2016). The task is: Predict the reactants needed to synthesize the given product. Given the product [O:23]=[C:22]([C:24]1[CH:29]=[CH:28][CH:27]=[C:26]([O:30][C:31]([F:32])([F:33])[F:34])[CH:25]=1)[CH2:21][NH:20][C:48]([CH:45]1[CH2:46][CH2:47][N:42]([C:40]([O:39][C:35]([CH3:38])([CH3:37])[CH3:36])=[O:41])[CH2:43][CH2:44]1)=[O:49], predict the reactants needed to synthesize it. The reactants are: C(N(CC)CC)C.Cl.CN(C)CCCN=C=NCC.[NH2:20][CH2:21][C:22]([C:24]1[CH:29]=[CH:28][CH:27]=[C:26]([O:30][C:31]([F:34])([F:33])[F:32])[CH:25]=1)=[O:23].[C:35]([O:39][C:40]([N:42]1[CH2:47][CH2:46][CH:45]([C:48](O)=[O:49])[CH2:44][CH2:43]1)=[O:41])([CH3:38])([CH3:37])[CH3:36].